This data is from Peptide-MHC class I binding affinity with 185,985 pairs from IEDB/IMGT. The task is: Regression. Given a peptide amino acid sequence and an MHC pseudo amino acid sequence, predict their binding affinity value. This is MHC class I binding data. (1) The binding affinity (normalized) is 0.336. The peptide sequence is REGRDQLW. The MHC is Mamu-A11 with pseudo-sequence Mamu-A11. (2) The peptide sequence is MMQVWIQPL. The MHC is HLA-A02:50 with pseudo-sequence HLA-A02:50. The binding affinity (normalized) is 1.00. (3) The peptide sequence is DGPKLKQW. The MHC is Mamu-B52 with pseudo-sequence Mamu-B52. The binding affinity (normalized) is 0.631. (4) The peptide sequence is FLMMNKDEL. The MHC is H-2-Db with pseudo-sequence H-2-Db. The binding affinity (normalized) is 0.825. (5) The peptide sequence is SMYCSKTFL. The MHC is H-2-Db with pseudo-sequence H-2-Db. The binding affinity (normalized) is 0.750. (6) The peptide sequence is SQHNYRQGY. The MHC is HLA-A30:02 with pseudo-sequence HLA-A30:02. The binding affinity (normalized) is 0.708.